Dataset: Full USPTO retrosynthesis dataset with 1.9M reactions from patents (1976-2016). Task: Predict the reactants needed to synthesize the given product. (1) The reactants are: O[C:2]1[CH:7]=[C:6]([C:8]2[S:9][CH:10]=[CH:11][N:12]=2)[N:5]=[C:4]([NH2:13])[N:3]=1.O=P(Cl)(Cl)[Cl:16]. Given the product [Cl:16][C:2]1[CH:7]=[C:6]([C:8]2[S:9][CH:10]=[CH:11][N:12]=2)[N:5]=[C:4]([NH2:13])[N:3]=1, predict the reactants needed to synthesize it. (2) Given the product [Br:17][C:4]1[C:5]2[S:9][C:8]([NH:10][C:11](=[O:12])[NH:13][CH2:14][CH3:15])=[N:7][C:6]=2[CH:16]=[C:2]([C:30]2[CH:29]=[N:28][C:27]([N:24]3[CH2:25][CH2:26][C:21]([CH3:20])([C:42]([O:44][CH2:45][CH3:46])=[O:43])[CH2:22][CH2:23]3)=[N:32][CH:31]=2)[C:3]=1[O:18][CH3:19], predict the reactants needed to synthesize it. The reactants are: Br[C:2]1[C:3]([O:18][CH3:19])=[C:4]([Br:17])[C:5]2[S:9][C:8]([NH:10][C:11]([NH:13][CH2:14][CH3:15])=[O:12])=[N:7][C:6]=2[CH:16]=1.[CH3:20][C:21]1([C:42]([O:44][CH2:45][CH3:46])=[O:43])[CH2:26][CH2:25][N:24]([C:27]2[N:32]=[CH:31][C:30](B3OC(C)(C)C(C)(C)O3)=[CH:29][N:28]=2)[CH2:23][CH2:22]1.C(Cl)Cl.C(=O)([O-])[O-].[Cs+].[Cs+]. (3) Given the product [F:1][C:2]([F:35])([F:34])[C:3]1[CH:4]=[C:5]([C:13]2([C:16]([N:18]([C:19]3[CH:20]=[N:21][C:22]([N:41]4[CH2:40][CH2:39][N:38]5[C:42](=[O:45])[CH2:43][CH2:44][C@H:37]5[CH2:36]4)=[CH:23][C:24]=3[C:25]3[CH:30]=[CH:29][C:28]([F:31])=[CH:27][C:26]=3[CH3:32])[CH3:46])=[O:17])[CH2:15][CH2:14]2)[CH:6]=[C:7]([C:9]([F:12])([F:11])[F:10])[CH:8]=1, predict the reactants needed to synthesize it. The reactants are: [F:1][C:2]([F:35])([F:34])[C:3]1[CH:4]=[C:5]([C:13]2([C:16]([NH:18][C:19]3[CH:20]=[N:21][C:22](Cl)=[CH:23][C:24]=3[C:25]3[CH:30]=[CH:29][C:28]([F:31])=[CH:27][C:26]=3[CH3:32])=[O:17])[CH2:15][CH2:14]2)[CH:6]=[C:7]([C:9]([F:12])([F:11])[F:10])[CH:8]=1.[CH2:36]1[NH:41][CH2:40][CH2:39][N:38]2[C:42](=[O:45])[CH2:43][CH2:44][C@@H:37]12.[C:46](=O)([O-])[O-].[K+].[K+].[NH4+].[Cl-]. (4) Given the product [CH3:19][O:18][C:14]1[CH:13]=[C:12]([C:11]2[C:6]3[C:5](=[CH:10][CH:9]=[CH:8][CH:7]=3)[C:4](=[O:20])[NH:3][C:21]=2[CH:22]2[CH2:30][CH2:29][N:28]([CH3:31])[CH2:27][CH2:26]2)[CH:17]=[CH:16][CH:15]=1, predict the reactants needed to synthesize it. The reactants are: C([N:3]([CH2:21][CH3:22])[C:4](=[O:20])[C:5]1[CH:10]=[CH:9][CH:8]=[CH:7][C:6]=1[CH2:11][C:12]1[CH:17]=[CH:16][CH:15]=[C:14]([O:18][CH3:19])[CH:13]=1)C.C(C1[CH2:30][CH2:29][N:28]([CH3:31])[CH2:27][CH2:26]1)#N. (5) Given the product [CH2:1]([C@@H:8]([C:9]([N:38]([CH3:39])[C:35]1[S:36][CH:37]=[C:33]([C:28]2[CH:29]=[CH:30][CH:31]=[CH:32][C:27]=2[C:25]2[CH:24]=[CH:23][C:22](=[O:40])[N:21]([CH3:20])[CH:26]=2)[N:34]=1)=[O:11])[CH2:12][C:13]([OH:15])=[O:14])[C:2]1[CH:3]=[CH:4][CH:5]=[CH:6][CH:7]=1, predict the reactants needed to synthesize it. The reactants are: [CH2:1]([C@H:8]([CH2:12][C:13]([O:15]C(C)(C)C)=[O:14])[C:9]([OH:11])=O)[C:2]1[CH:7]=[CH:6][CH:5]=[CH:4][CH:3]=1.[CH3:20][N:21]1[CH:26]=[C:25]([C:27]2[CH:32]=[CH:31][CH:30]=[CH:29][C:28]=2[C:33]2[N:34]=[C:35]([NH:38][CH3:39])[S:36][CH:37]=2)[CH:24]=[CH:23][C:22]1=[O:40].BrC1C=CC(=O)N(C)C=1. (6) Given the product [I:8][C:6]1[CH:5]=[CH:4][N:3]=[C:2]([C:10]([CH3:12])([CH3:11])[C:9]#[N:13])[CH:7]=1, predict the reactants needed to synthesize it. The reactants are: Cl[C:2]1[CH:7]=[C:6]([I:8])[CH:5]=[CH:4][N:3]=1.[C:9](#[N:13])[CH:10]([CH3:12])[CH3:11].C[Si]([N-][Si](C)(C)C)(C)C.NC1N=CC(C2C=CN=C(C3(C#N)CCOCC3)C=2)=NC=1C1ON=C(C2C=CC(CNC)=CC=2)C=1. (7) Given the product [OH:17][CH2:16][C:15]1[CH:14]=[CH:13][C:12]([CH2:11][CH2:10][C:8]2[N:9]=[C:5]([NH:4][C:1](=[O:3])[CH3:2])[S:6][C:7]=2[CH2:22][C:23]2[CH:28]=[CH:27][C:26]([S:29]([CH3:32])(=[O:31])=[O:30])=[CH:25][CH:24]=2)=[CH:21][CH:20]=1, predict the reactants needed to synthesize it. The reactants are: [C:1]([NH:4][C:5]1[S:6][C:7]([CH2:22][C:23]2[CH:28]=[CH:27][C:26]([S:29]([CH3:32])(=[O:31])=[O:30])=[CH:25][CH:24]=2)=[C:8]([CH2:10][CH2:11][C:12]2[CH:21]=[CH:20][C:15]([C:16](OC)=[O:17])=[CH:14][CH:13]=2)[N:9]=1)(=[O:3])[CH3:2].[H-].C([Al+]CC(C)C)C(C)C. (8) Given the product [CH2:24]([N:13]1[CH2:14][CH2:15][N:10]([C:8]2[CH:7]=[CH:6][C:3]([C:4]#[N:5])=[C:2]([Cl:1])[CH:9]=2)[CH2:11][C:12]1=[O:16])[C:25]1[CH:30]=[CH:29][CH:28]=[CH:27][CH:26]=1, predict the reactants needed to synthesize it. The reactants are: [Cl:1][C:2]1[CH:9]=[C:8]([N:10]2[CH2:15][CH2:14][NH:13][C:12](=[O:16])[CH2:11]2)[CH:7]=[CH:6][C:3]=1[C:4]#[N:5].CN(C=O)C.[H-].[Na+].[CH2:24](Br)[C:25]1[CH:30]=[CH:29][CH:28]=[CH:27][CH:26]=1. (9) Given the product [I:46][C:47]1[NH:51][C:50]([C@@H:52]2[CH2:56][C@H:55]([CH3:57])[CH2:54][N:53]2[C:7]([C@@H:6]([NH:5][C:3](=[O:4])[O:2][CH3:1])[CH:10]([CH3:12])[CH3:11])=[O:8])=[N:49][CH:48]=1, predict the reactants needed to synthesize it. The reactants are: [CH3:1][O:2][C:3]([NH:5][C@@H:6]([CH:10]([CH3:12])[CH3:11])[C:7](O)=[O:8])=[O:4].CN(C(ON1N=NC2C=CC=NC1=2)=[N+](C)C)C.F[P-](F)(F)(F)(F)F.CCN(C(C)C)C(C)C.[I:46][C:47]1[NH:51][C:50]([C@@H:52]2[CH2:56][C@H:55]([CH3:57])[CH2:54][NH:53]2)=[N:49][CH:48]=1.Cl. (10) Given the product [CH3:15][O:8][C:7]([C:4]1[CH:3]=[C:2]([Br:1])[S:6][CH:5]=1)=[O:9], predict the reactants needed to synthesize it. The reactants are: [Br:1][C:2]1[S:6][CH:5]=[C:4]([C:7]([OH:9])=[O:8])[CH:3]=1.S(=O)(=O)(O)O.[CH3:15]O.